This data is from Catalyst prediction with 721,799 reactions and 888 catalyst types from USPTO. The task is: Predict which catalyst facilitates the given reaction. Reactant: Cl[C:2]1[N:3]=[N:4][CH:5]=[C:6](Cl)[C:7]=1[Cl:8].[CH3:10][O:11][C:12]1[CH:17]=[CH:16][C:15]([CH:18]2[CH2:23][CH2:22][NH:21][CH2:20][CH2:19]2)=[CH:14][CH:13]=1.C(=O)([O-])[O-].[K+].[K+].[NH2:30][NH2:31]. Product: [Cl:8][C:7]1[C:6]([N:21]2[CH2:22][CH2:23][CH:18]([C:15]3[CH:14]=[CH:13][C:12]([O:11][CH3:10])=[CH:17][CH:16]=3)[CH2:19][CH2:20]2)=[CH:5][N:4]=[N:3][C:2]=1[NH:30][NH2:31]. The catalyst class is: 872.